Dataset: Full USPTO retrosynthesis dataset with 1.9M reactions from patents (1976-2016). Task: Predict the reactants needed to synthesize the given product. (1) Given the product [Br:1][C:2]1[CH:3]=[CH:4][C:5]2[N:6]([C:24]3[CH:25]=[CH:26][C:21]4[O:20][C:19]5[CH:27]=[CH:28][CH:16]=[CH:17][C:18]=5[C:22]=4[CH:23]=3)[C:7]3[C:12]([C:13]=2[CH:14]=1)=[CH:11][CH:10]=[CH:9][CH:8]=3, predict the reactants needed to synthesize it. The reactants are: [Br:1][C:2]1[CH:3]=[CH:4][C:5]2[NH:6][C:7]3[C:12]([C:13]=2[CH:14]=1)=[CH:11][CH:10]=[CH:9][CH:8]=3.I[C:16]1[CH:28]=[CH:27][C:19]2[O:20][C:21]3[CH:26]=[CH:25][CH:24]=[CH:23][C:22]=3[C:18]=2[CH:17]=1.P([O-])([O-])([O-])=O.[K+].[K+].[K+].[C@@H]1(N)CCCC[C@H]1N. (2) The reactants are: [NH:1]1[CH2:5][CH2:4][CH2:3][CH2:2]1.[BH3-]C#N.[Na+].[CH:10]([C:12]1[N:17]=[CH:16][C:15]([CH2:18][CH2:19][NH:20][C:21]([C:23]2[CH:28]=[CH:27][C:26]([C:29]3[CH:34]=[CH:33][C:32]([Cl:35])=[CH:31][CH:30]=3)=[CH:25][CH:24]=2)=[O:22])=[CH:14][CH:13]=1)=O.OS([O-])(=O)=O.[K+].C([O-])([O-])=O.[Na+].[Na+]. Given the product [N:1]1([CH2:10][C:12]2[N:17]=[CH:16][C:15]([CH2:18][CH2:19][NH:20][C:21]([C:23]3[CH:28]=[CH:27][C:26]([C:29]4[CH:30]=[CH:31][C:32]([Cl:35])=[CH:33][CH:34]=4)=[CH:25][CH:24]=3)=[O:22])=[CH:14][CH:13]=2)[CH2:5][CH2:4][CH2:3][CH2:2]1, predict the reactants needed to synthesize it.